Dataset: Reaction yield outcomes from USPTO patents with 853,638 reactions. Task: Predict the reaction yield, written as a fraction of the theoretical maximum amount of product (1.0 means a 100% yield; for example, 0.34 means a 34% yield). (1) The reactants are [CH3:1][O:2][C:3]1[CH:4]=[C:5]2[C:9](=[CH:10][CH:11]=1)[NH:8][CH:7]=[CH:6]2.[CH2:12]1N2CCN(CC2)C1.CN(C=O)C. The catalyst is CCOC(C)=O.O. The product is [CH3:1][O:2][C:3]1[CH:4]=[C:5]2[C:9](=[CH:10][CH:11]=1)[N:8]([CH3:12])[CH:7]=[CH:6]2. The yield is 0.970. (2) The yield is 0.660. The reactants are [NH2:1][C:2]1[C:7]([CH3:8])=[C:6]([O:9][CH3:10])[CH:5]=[CH:4][C:3]=1[C:11](=[O:13])[CH3:12].[CH:14]([C:17]1[N:18]=[C:19]([C:22](Cl)=[O:23])[S:20][CH:21]=1)([CH3:16])[CH3:15].C(C1C=CC(OC)=CC=1NC(C1SC=C(C(C)C)N=1)=O)(=O)C. The product is [C:11]([C:3]1[C:2]([NH:1][C:22]([C:19]2[S:20][CH:21]=[C:17]([CH:14]([CH3:16])[CH3:15])[N:18]=2)=[O:23])=[C:7]([CH3:8])[C:6]([O:9][CH3:10])=[CH:5][CH:4]=1)(=[O:13])[CH3:12]. No catalyst specified. (3) The yield is 0.840. The reactants are C([Li])CCC.Br[C:7]1[CH:12]=[CH:11][C:10]([F:13])=[CH:9][CH:8]=1.[CH2:14]([N:21]1[CH2:26][CH2:25][C:24](=[O:27])[CH:23]([CH3:28])[CH2:22]1)[C:15]1[CH:20]=[CH:19][CH:18]=[CH:17][CH:16]=1.Cl.[NH4+].[OH-]. The product is [CH2:14]([N:21]1[CH2:26][CH2:25][C:24]([C:7]2[CH:12]=[CH:11][C:10]([F:13])=[CH:9][CH:8]=2)([OH:27])[CH:23]([CH3:28])[CH2:22]1)[C:15]1[CH:16]=[CH:17][CH:18]=[CH:19][CH:20]=1. The catalyst is CCCCCC.CCOCC. (4) The reactants are Cl[C:2]1[N:3]=[CH:4][C:5]2[CH2:11][N:10]([C:12]([C:14]3[CH:15]=[N:16][CH:17]=[CH:18][CH:19]=3)=[O:13])[CH2:9][CH2:8][C:6]=2[N:7]=1.[CH3:20][N:21]1[C:25]([NH2:26])=[CH:24][CH:23]=[N:22]1.CCOC(C)=O. The catalyst is C(O)(C)C. The product is [CH3:20][N:21]1[C:25]([NH:26][C:2]2[N:3]=[CH:4][C:5]3[CH2:11][N:10]([C:12]([C:14]4[CH:15]=[N:16][CH:17]=[CH:18][CH:19]=4)=[O:13])[CH2:9][CH2:8][C:6]=3[N:7]=2)=[CH:24][CH:23]=[N:22]1. The yield is 0.623. (5) The reactants are Cl[C:2]1[CH:10]=[C:9]2[C:5]([CH2:6][C:7](=[O:11])[NH:8]2)=[CH:4][CH:3]=1.CC1(C)C(C)(C)CB([C:20]2[CH:21]=[N:22][CH:23]=[CH:24][CH:25]=2)C1.[O-]P([O-])([O-])=O.[K+].[K+].[K+].O. The catalyst is CCCCO.C1C=CC(/C=C/C(/C=C/C2C=CC=CC=2)=O)=CC=1.C1C=CC(/C=C/C(/C=C/C2C=CC=CC=2)=O)=CC=1.C1C=CC(/C=C/C(/C=C/C2C=CC=CC=2)=O)=CC=1.[Pd].[Pd].C1(P(C2CCCCC2)C2C=CC=CC=2C2C(C(C)C)=CC(C(C)C)=CC=2C(C)C)CCCCC1. The product is [N:22]1[CH:23]=[CH:24][CH:25]=[C:20]([C:2]2[CH:10]=[C:9]3[C:5]([CH2:6][C:7](=[O:11])[NH:8]3)=[CH:4][CH:3]=2)[CH:21]=1. The yield is 0.800. (6) The yield is 0.670. The reactants are ClC(=O)C(OC)=O.[C:8]([O:12][C:13]([N:15]1[CH2:20][CH2:19][C:18]([C:22]2[CH:27]=[CH:26][CH:25]=[CH:24][C:23]=2[S:28][C:29]2[CH:34]=[CH:33][C:32]([CH3:35])=[CH:31][CH:30]=2)(O)[CH2:17][CH2:16]1)=[O:14])([CH3:11])([CH3:10])[CH3:9].CCCC[SnH](CCCC)CCCC.CC(N=NC(C#N)(C)C)(C#N)C. The product is [C:8]([O:12][C:13]([N:15]1[CH2:20][CH2:19][CH:18]([C:22]2[CH:27]=[CH:26][CH:25]=[CH:24][C:23]=2[S:28][C:29]2[CH:34]=[CH:33][C:32]([CH3:35])=[CH:31][CH:30]=2)[CH2:17][CH2:16]1)=[O:14])([CH3:11])([CH3:10])[CH3:9]. The catalyst is CN(C)C1C=CN=CC=1.C(OCC)(=O)C.C(Cl)(Cl)Cl.CC#N. (7) The reactants are [Cl:1][C:2]1[S:6][C:5]([C:7]([O:9]C)=[O:8])=[CH:4][C:3]=1[C:11]1[N:15]([CH3:16])[N:14]=[CH:13][CH:12]=1.[Br:17]N1C(=O)CCC1=O.[OH-].[Na+]. The catalyst is C1COCC1. The product is [Br:17][C:12]1[CH:13]=[N:14][N:15]([CH3:16])[C:11]=1[C:3]1[CH:4]=[C:5]([C:7]([OH:9])=[O:8])[S:6][C:2]=1[Cl:1]. The yield is 0.280.